This data is from Catalyst prediction with 721,799 reactions and 888 catalyst types from USPTO. The task is: Predict which catalyst facilitates the given reaction. Reactant: [OH:1][CH2:2][CH:3]([NH:8][C:9]([C:11]1[CH:20]=[CH:19][C:14]2[NH:15][C:16](=[O:18])[NH:17][C:13]=2[CH:12]=1)=[O:10])[C:4]([O:6]C)=[O:5].[OH-].[Na+]. Product: [OH:1][CH2:2][CH:3]([NH:8][C:9]([C:11]1[CH:20]=[CH:19][C:14]2[NH:15][C:16](=[O:18])[NH:17][C:13]=2[CH:12]=1)=[O:10])[C:4]([OH:6])=[O:5]. The catalyst class is: 5.